This data is from Full USPTO retrosynthesis dataset with 1.9M reactions from patents (1976-2016). The task is: Predict the reactants needed to synthesize the given product. (1) Given the product [CH3:18][C:17]1([CH3:19])[C:13]([CH3:12])([CH3:29])[O:14][B:15]([C:20]2[CH:28]=[CH:27][C:23]([C:24]([NH:1][C:2]3[CH:7]=[C:6]([C:8]([F:9])([F:11])[F:10])[CH:5]=[CH:4][N:3]=3)=[O:25])=[CH:22][CH:21]=2)[O:16]1, predict the reactants needed to synthesize it. The reactants are: [NH2:1][C:2]1[CH:7]=[C:6]([C:8]([F:11])([F:10])[F:9])[CH:5]=[CH:4][N:3]=1.[CH3:12][C:13]1([CH3:29])[C:17]([CH3:19])([CH3:18])[O:16][B:15]([C:20]2[CH:28]=[CH:27][C:23]([C:24](Cl)=[O:25])=[CH:22][CH:21]=2)[O:14]1. (2) Given the product [CH2:1]([O:4][C:5]([C:7]1[O:14][C:13]2[C:12]([NH:15][C:35](=[O:36])[C:34]3[CH:38]=[CH:39][CH:40]=[CH:41][C:33]=3[N+:30]([O-:32])=[O:31])=[N:11][N:10]([C:16]([O:18][CH2:19][CH3:20])=[O:17])[C:9]=2[CH:8]=1)=[O:6])[CH2:2][CH3:3], predict the reactants needed to synthesize it. The reactants are: [CH2:1]([O:4][C:5]([C:7]1[O:14][C:13]2[C:12]([NH2:15])=[N:11][N:10]([C:16]([O:18][CH2:19][CH3:20])=[O:17])[C:9]=2[CH:8]=1)=[O:6])[CH2:2][CH3:3].C(N(C(C)C)CC)(C)C.[N+:30]([C:33]1[CH:41]=[CH:40][CH:39]=[CH:38][C:34]=1[C:35](Cl)=[O:36])([O-:32])=[O:31]. (3) Given the product [CH:1]1([C:4]2[C:5]([O:6][C@@H:7]3[CH2:12][CH2:11][CH2:10][N:9]([CH2:13][C:14]4[CH:22]=[CH:21][CH:20]=[C:19]5[C:15]=4[CH2:16][NH:17][CH2:18]5)[CH2:8]3)=[CH:30][C:31]([F:41])=[C:32]([CH:33]=2)[C:34]([NH:35][S:36]([CH3:39])(=[O:38])=[O:37])=[O:40])[CH2:2][CH2:3]1, predict the reactants needed to synthesize it. The reactants are: [CH:1]1([C:4]2[CH:33]=[C:32]([C:34](=[O:40])[NH:35][S:36]([CH3:39])(=[O:38])=[O:37])[C:31]([F:41])=[CH:30][C:5]=2[O:6][C@@H:7]2[CH2:12][CH2:11][CH2:10][N:9]([CH2:13][C:14]3[CH:22]=[CH:21][CH:20]=[C:19]4[C:15]=3[CH2:16][N:17](C(OC(C)(C)C)=O)[CH2:18]4)[CH2:8]2)[CH2:3][CH2:2]1.FC(F)(F)C(O)=O. (4) Given the product [ClH:1].[F:28][C:3]([F:2])([F:27])[C:4]1[CH:5]=[C:6]([CH:10]2[CH2:14][C:13]3([CH2:15][CH2:16][NH:17][CH2:18][CH2:19]3)[O:12][CH2:11]2)[CH:7]=[CH:8][CH:9]=1, predict the reactants needed to synthesize it. The reactants are: [ClH:1].[F:2][C:3]([F:28])([F:27])[C:4]1[CH:5]=[C:6]([CH:10]2[CH2:14][C:13]3([CH2:19][CH2:18][N:17](C(OC(C)(C)C)=O)[CH2:16][CH2:15]3)[O:12][CH2:11]2)[CH:7]=[CH:8][CH:9]=1. (5) The reactants are: [OH-].[K+].[NH2:3][C:4]1[CH:9]=[CH:8][CH:7]=[CH:6][C:5]=1[SH:10].[K].I[CH2:13][CH2:14]I. Given the product [CH2:5]([S:10][C:14]1[CH:13]=[CH:7][CH:8]=[CH:9][C:4]=1[NH2:3])[CH2:6][S:10][C:5]1[CH:6]=[CH:7][CH:8]=[CH:9][C:4]=1[NH2:3], predict the reactants needed to synthesize it. (6) Given the product [Br:1][C:2]1[CH:3]=[C:4]([CH2:8][NH2:9])[CH:5]=[N:6][CH:7]=1, predict the reactants needed to synthesize it. The reactants are: [Br:1][C:2]1[CH:3]=[C:4]([CH2:8][N:9]2C(=O)C3=CC=CC=C3C2=O)[CH:5]=[N:6][CH:7]=1.CN.[OH-].[Na+]. (7) The reactants are: [F:1][C:2]1[CH:25]=[CH:24][CH:23]=[CH:22][C:3]=1[CH2:4][C:5]1([O:20][CH3:21])[CH2:10][CH2:9][N:8]([C:11]2[CH:19]=[CH:18][C:14]([C:15]([NH2:17])=O)=[CH:13][CH:12]=2)[CH2:7][CH2:6]1.CN(C=O)C.C(Cl)(=O)C(Cl)=O.N1C=CC=CC=1. Given the product [F:1][C:2]1[CH:25]=[CH:24][CH:23]=[CH:22][C:3]=1[CH2:4][C:5]1([O:20][CH3:21])[CH2:10][CH2:9][N:8]([C:11]2[CH:19]=[CH:18][C:14]([C:15]#[N:17])=[CH:13][CH:12]=2)[CH2:7][CH2:6]1, predict the reactants needed to synthesize it.